Dataset: Forward reaction prediction with 1.9M reactions from USPTO patents (1976-2016). Task: Predict the product of the given reaction. (1) Given the reactants [Cl-].[C:2]([C:4]1[C:16]([N+:17]([O-])=O)=[CH:15][CH:14]=[CH:13][C:5]=1[O:6][CH2:7][C@@H:8]1[CH2:12][CH2:11][CH2:10][NH2+:9]1)#[N:3].[CH3:20][N:21]=[C:22]=[O:23], predict the reaction product. The product is: [NH2:17][C:16]1[C:4]([C:2]#[N:3])=[C:5]([CH:13]=[CH:14][CH:15]=1)[O:6][CH2:7][C@@H:8]1[CH2:12][CH2:11][CH2:10][N:9]1[C:22]([NH:21][CH3:20])=[O:23]. (2) Given the reactants CC1C=CC(S(O[CH2:12][CH:13]2[O:18][C:17]3[CH:19]=[C:20]([F:24])[CH:21]=[C:22]([F:23])[C:16]=3[O:15][CH2:14]2)(=O)=O)=CC=1.[NH:25]1[CH2:29][CH2:28][CH2:27][CH2:26]1, predict the reaction product. The product is: [F:23][C:22]1[C:16]2[O:15][CH2:14][CH:13]([CH2:12][N:25]3[CH2:29][CH2:28][CH2:27][CH2:26]3)[O:18][C:17]=2[CH:19]=[C:20]([F:24])[CH:21]=1.